Dataset: Forward reaction prediction with 1.9M reactions from USPTO patents (1976-2016). Task: Predict the product of the given reaction. (1) Given the reactants [C:1]([C:3]1[CH:33]=[CH:32][C:6]([O:7][C:8]2[CH:9]=[C:10]([CH:20]=[C:21]([O:23][C:24]3[CH:29]=[CH:28][C:27]([C:30]#[N:31])=[CH:26][CH:25]=3)[CH:22]=2)[C:11]([NH:13][CH:14]2[CH2:19][CH2:18][NH:17][CH2:16][CH2:15]2)=[O:12])=[CH:5][CH:4]=1)#[N:2].Br[CH2:35][CH:36]1[CH2:38][CH2:37]1, predict the reaction product. The product is: [C:1]([C:3]1[CH:4]=[CH:5][C:6]([O:7][C:8]2[CH:9]=[C:10]([CH:20]=[C:21]([O:23][C:24]3[CH:25]=[CH:26][C:27]([C:30]#[N:31])=[CH:28][CH:29]=3)[CH:22]=2)[C:11]([NH:13][CH:14]2[CH2:15][CH2:16][N:17]([CH2:35][CH:36]3[CH2:38][CH2:37]3)[CH2:18][CH2:19]2)=[O:12])=[CH:32][CH:33]=1)#[N:2]. (2) Given the reactants [CH2:1]1[O:9][C:4]([CH2:7][CH3:8])([CH2:5]Br)[O:3][CH2:2]1.[I-:10].[Na+].C(=O)([O-])[O-].[Na+].[Na+], predict the reaction product. The product is: [CH2:1]1[O:9][C:4]([CH2:7][CH2:8][I:10])([CH3:5])[O:3][CH2:2]1. (3) Given the reactants C1([C@H](NC(=O)[O:11][C@@H:12]([C:17]2[CH:18]=[N:19][C:20]([CH3:23])=[CH:21][CH:22]=2)[C:13]([F:16])([F:15])[F:14])C)C=CC=CC=1.[O-]CC.[Na+], predict the reaction product. The product is: [CH3:23][C:20]1[CH:21]=[CH:22][C:17]([C@H:12]([OH:11])[C:13]([F:15])([F:14])[F:16])=[CH:18][N:19]=1. (4) Given the reactants [N:1]1([C:7]([C:9]2[CH:10]=[C:11](B(O)O)[CH:12]=[CH:13][CH:14]=2)=[O:8])[CH2:6][CH2:5][O:4][CH2:3][CH2:2]1.Cl[C:19]1[N:24]=[C:23]([NH2:25])[N:22]=[C:21]([NH:26][CH3:27])[CH:20]=1, predict the reaction product. The product is: [CH3:27][NH:26][C:21]1[CH:20]=[C:19]([C:11]2[CH:12]=[CH:13][CH:14]=[C:9]([C:7]([N:1]3[CH2:6][CH2:5][O:4][CH2:3][CH2:2]3)=[O:8])[CH:10]=2)[N:24]=[C:23]([NH2:25])[N:22]=1.